From a dataset of Catalyst prediction with 721,799 reactions and 888 catalyst types from USPTO. Predict which catalyst facilitates the given reaction. Reactant: [CH3:1][O:2][C:3]1[CH:4]=[C:5]([CH:25]=[CH:26][CH:27]=1)[CH2:6][NH:7][C:8]([C:10]1[S:24][C:13]2[N:14]([CH3:23])[C:15](=[O:22])[N:16]([CH2:19][C:20]#[N:21])[C:17](=[O:18])[C:12]=2[CH:11]=1)=[O:9]. Product: [CH3:1][O:2][C:3]1[CH:4]=[C:5]([CH:25]=[CH:26][CH:27]=1)[CH2:6][NH:7][C:8]([C:10]1[S:24][C:13]2[N:14]([CH3:23])[C:15](=[O:22])[N:16]([CH2:19][CH2:20][NH2:21])[C:17](=[O:18])[C:12]=2[CH:11]=1)=[O:9]. The catalyst class is: 814.